This data is from Peptide-MHC class II binding affinity with 134,281 pairs from IEDB. The task is: Regression. Given a peptide amino acid sequence and an MHC pseudo amino acid sequence, predict their binding affinity value. This is MHC class II binding data. The binding affinity (normalized) is 0.779. The MHC is DRB1_0802 with pseudo-sequence DRB1_0802. The peptide sequence is YDKFLANVMTVLTGK.